Dataset: Reaction yield outcomes from USPTO patents with 853,638 reactions. Task: Predict the reaction yield, written as a fraction of the theoretical maximum amount of product (1.0 means a 100% yield; for example, 0.34 means a 34% yield). (1) The reactants are C[O:2][C:3](=[O:45])[CH2:4][C@H:5]([OH:44])[CH2:6][C@H:7]([OH:43])[CH2:8][CH2:9][C:10]1[N:11]([CH:40]([CH3:42])[CH3:41])[C:12]([C:28](=[O:39])[NH:29][CH2:30][C:31]2[CH:36]=[CH:35][C:34]([C:37]#[N:38])=[CH:33][CH:32]=2)=[C:13]([C:22]2[CH:27]=[CH:26][CH:25]=[CH:24][CH:23]=2)[C:14]=1[C:15]1[CH:20]=[CH:19][C:18]([F:21])=[CH:17][CH:16]=1.C(O)C.O.[OH-].[Na+:51]. The catalyst is CO.C(Cl)Cl. The product is [Na+:51].[C:37]([C:34]1[CH:35]=[CH:36][C:31]([CH2:30][NH:29][C:28]([C:12]2[N:11]([CH:40]([CH3:42])[CH3:41])[C:10]([CH2:9][CH2:8][C@@H:7]([OH:43])[CH2:6][C@@H:5]([OH:44])[CH2:4][C:3]([O-:45])=[O:2])=[C:14]([C:15]3[CH:20]=[CH:19][C:18]([F:21])=[CH:17][CH:16]=3)[C:13]=2[C:22]2[CH:27]=[CH:26][CH:25]=[CH:24][CH:23]=2)=[O:39])=[CH:32][CH:33]=1)#[N:38]. The yield is 1.00. (2) The reactants are C(O[BH-](OC(=O)C)OC(=O)C)(=O)C.[Na+].[CH2:15]([N:22]([CH:32]([CH3:34])[CH3:33])[C:23]1[N:24]=[C:25]([Cl:31])[C:26]([CH:29]=O)=[N:27][CH:28]=1)[C:16]1[CH:21]=[CH:20][CH:19]=[CH:18][CH:17]=1.[CH2:35]([NH:42][CH2:43][CH2:44][OH:45])[C:36]1[CH:41]=[CH:40][CH:39]=[CH:38][CH:37]=1.C(=O)([O-])O.[Na+]. The catalyst is C(#N)C.C(O)(=O)C. The product is [CH2:35]([N:42]([CH2:29][C:26]1[C:25]([Cl:31])=[N:24][C:23]([N:22]([CH2:15][C:16]2[CH:21]=[CH:20][CH:19]=[CH:18][CH:17]=2)[CH:32]([CH3:34])[CH3:33])=[CH:28][N:27]=1)[CH2:43][CH2:44][OH:45])[C:36]1[CH:41]=[CH:40][CH:39]=[CH:38][CH:37]=1. The yield is 0.940. (3) The reactants are Cl[C:2]1[CH:7]=[C:6]([Cl:8])[N:5]=[C:4]([NH2:9])[N:3]=1.[C:10]1([CH2:16][CH2:17][NH2:18])[CH:15]=[CH:14][CH:13]=[CH:12][CH:11]=1.C(N(CC)CC)C. The catalyst is CO. The product is [Cl:8][C:6]1[N:5]=[C:4]([NH2:9])[N:3]=[C:2]([NH:18][CH2:17][CH2:16][C:10]2[CH:15]=[CH:14][CH:13]=[CH:12][CH:11]=2)[CH:7]=1. The yield is 0.810.